This data is from Catalyst prediction with 721,799 reactions and 888 catalyst types from USPTO. The task is: Predict which catalyst facilitates the given reaction. (1) Reactant: C([O:3][C:4]([O:6][NH:7][C:8](=[NH:42])[C:9]1[CH:14]=[CH:13][C:12]([C:15]2[N:19]3[N:20]=[CH:21][CH:22]=[C:23]([N:24]4[CH2:29][CH2:28][O:27][CH2:26][CH2:25]4)[C:18]3=[N:17][C:16]=2[C:30]#[C:31][C:32]2[CH:41]=[CH:40][C:39]3[C:34](=[CH:35][CH:36]=[CH:37][CH:38]=3)[N:33]=2)=[CH:11][N:10]=1)=O)C.Cl. Product: [O:27]1[CH2:26][CH2:25][N:24]([C:23]2[C:18]3[N:19]([C:15]([C:12]4[CH:13]=[CH:14][C:9]([C:8]5[N:42]=[C:4]([OH:3])[O:6][N:7]=5)=[N:10][CH:11]=4)=[C:16]([C:30]#[C:31][C:32]4[CH:41]=[CH:40][C:39]5[C:34](=[CH:35][CH:36]=[CH:37][CH:38]=5)[N:33]=4)[N:17]=3)[N:20]=[CH:21][CH:22]=2)[CH2:29][CH2:28]1. The catalyst class is: 673. (2) Reactant: [C:1]([C:5]1[CH:10]=[CH:9][N:8]=[C:7]([NH2:11])[CH:6]=1)([CH3:4])([CH3:3])[CH3:2].[Br:12]N1C(=O)CCC1=O. Product: [Br:12][C:10]1[C:5]([C:1]([CH3:4])([CH3:2])[CH3:3])=[CH:6][C:7]([NH2:11])=[N:8][CH:9]=1. The catalyst class is: 290. (3) Product: [Cl:24][C:6]1[C:5]([F:25])=[C:4]2[C:9]([C:10]([S:11][C:12]3[C:13]([F:23])=[C:14]([CH:20]=[CH:21][CH:22]=3)[C:15]([O:17][CH2:18][CH3:19])=[O:16])=[C:2]([CH:37]3[CH2:38][CH2:36]3)[N:3]2[C:26]2[CH:27]=[N:28][CH:29]=[CH:30][CH:31]=2)=[CH:8][CH:7]=1. The catalyst class is: 432. Reactant: Br[C:2]1[N:3]([C:26]2[CH:27]=[N:28][CH:29]=[CH:30][CH:31]=2)[C:4]2[C:9]([C:10]=1[S:11][C:12]1[C:13]([F:23])=[C:14]([CH:20]=[CH:21][CH:22]=1)[C:15]([O:17][CH2:18][CH3:19])=[O:16])=[CH:8][CH:7]=[C:6]([Cl:24])[C:5]=2[F:25].BrC1C=N[CH:36]=[CH:37][CH:38]=1.N[C@@H]1CCCC[C@H]1N.[O-]P([O-])([O-])=O.[K+].[K+].[K+]. (4) Reactant: [NH2:1][C:2]1[NH:3][C:4]([CH3:32])=[C:5]([C:23]2[C:28]([F:29])=[CH:27][C:26]([F:30])=[CH:25][C:24]=2[F:31])[CH:6]([C:13]2[CH:18]=[C:17]([O:19][CH3:20])[CH:16]=[C:15]([O:21][CH3:22])[CH:14]=2)[C:7]=1[C:8]([O:10][CH2:11][CH3:12])=[O:9]. Product: [NH2:1][C:2]1[C:7]([C:8]([O:10][CH2:11][CH3:12])=[O:9])=[C:6]([C:13]2[CH:14]=[C:15]([O:21][CH3:22])[CH:16]=[C:17]([O:19][CH3:20])[CH:18]=2)[C:5]([C:23]2[C:24]([F:31])=[CH:25][C:26]([F:30])=[CH:27][C:28]=2[F:29])=[C:4]([CH3:32])[N:3]=1. The catalyst class is: 742. (5) Reactant: C([Li])CCC.[C:6]([OH:10])([CH3:9])([CH3:8])[CH3:7].[O:11]=[C:12]1[C:18]2[CH:19]=[CH:20][CH:21]=[CH:22][C:17]=2[CH2:16][CH2:15][CH:14]([C:23](OCC)=[O:24])[NH:13]1. Product: [O:11]=[C:12]1[C:18]2[CH:19]=[CH:20][CH:21]=[CH:22][C:17]=2[CH2:16][CH2:15][CH:14]([C:23]([O:10][C:6]([CH3:9])([CH3:8])[CH3:7])=[O:24])[NH:13]1. The catalyst class is: 7. (6) Reactant: [C:1]([S:4][C@@H:5]1[CH2:9][N:8]([C:10]([O:12][CH2:13][CH:14]=[CH2:15])=[O:11])[C@H:7]([C:16]([OH:18])=O)[CH2:6]1)(=[O:3])[CH3:2].[NH2:19][C:20]1[CH:21]=[C:22]([CH:29]=[CH:30][CH:31]=1)[C:23]([O:25][CH2:26][CH:27]=[CH2:28])=[O:24].C(OC1C=CC2C(=CC=CC=2)N1C(OCC)=O)C. Product: [C:1]([S:4][C@@H:5]1[CH2:9][N:8]([C:10]([O:12][CH2:13][CH:14]=[CH2:15])=[O:11])[C@H:7]([C:16](=[O:18])[NH:19][C:20]2[CH:31]=[CH:30][CH:29]=[C:22]([C:23]([O:25][CH2:26][CH:27]=[CH2:28])=[O:24])[CH:21]=2)[CH2:6]1)(=[O:3])[CH3:2]. The catalyst class is: 133. (7) Reactant: [OH:1][CH2:2][CH2:3][O:4][CH2:5][C:6]1[CH:13]=[CH:12][C:9]([C:10]#[N:11])=[CH:8][CH:7]=1.C(N(CC)CC)C.[CH3:21][S:22](Cl)(=[O:24])=[O:23]. Product: [CH3:21][S:22]([O:1][CH2:2][CH2:3][O:4][CH2:5][C:6]1[CH:13]=[CH:12][C:9]([C:10]#[N:11])=[CH:8][CH:7]=1)(=[O:24])=[O:23]. The catalyst class is: 2. (8) Reactant: [CH3:1][O:2][C:3]1[CH:4]=[CH:5][C:6]2[O:10][C:9]([CH:11]([NH:16][C:17]3[CH:22]=[CH:21][C:20]([C:23]([N:25]([CH3:33])[CH2:26][CH2:27][C:28]([O:30]CC)=[O:29])=[O:24])=[CH:19][CH:18]=3)[CH2:12][CH:13]([CH3:15])[CH3:14])=[C:8]([CH3:34])[C:7]=2[CH:35]=1.O1CCCC1.[OH-].[Na+]. Product: [CH3:1][O:2][C:3]1[CH:4]=[CH:5][C:6]2[O:10][C:9]([CH:11]([NH:16][C:17]3[CH:18]=[CH:19][C:20]([C:23]([N:25]([CH3:33])[CH2:26][CH2:27][C:28]([OH:30])=[O:29])=[O:24])=[CH:21][CH:22]=3)[CH2:12][CH:13]([CH3:15])[CH3:14])=[C:8]([CH3:34])[C:7]=2[CH:35]=1. The catalyst class is: 8.